This data is from Forward reaction prediction with 1.9M reactions from USPTO patents (1976-2016). The task is: Predict the product of the given reaction. (1) Given the reactants C(OC([N:8]1[CH2:13][CH2:12][CH:11]([CH2:14][CH2:15][C:16]([N:18]2[CH2:23][CH2:22][CH2:21][C@@H:20]([C:24]([NH:26][CH2:27][C@H:28]([NH:32][C:33](=[O:35])[CH3:34])[C:29]([OH:31])=[O:30])=[O:25])[CH2:19]2)=[O:17])[CH2:10][CH2:9]1)=O)(C)(C)C.Cl, predict the reaction product. The product is: [NH:8]1[CH2:13][CH2:12][CH:11]([CH2:14][CH2:15][C:16]([N:18]2[CH2:23][CH2:22][CH2:21][C@@H:20]([C:24]([NH:26][CH2:27][C@H:28]([NH:32][C:33](=[O:35])[CH3:34])[C:29]([OH:31])=[O:30])=[O:25])[CH2:19]2)=[O:17])[CH2:10][CH2:9]1. (2) Given the reactants [Cl:1][C:2]1[CH:7]=[CH:6][C:5]([C:8]2[C:14]3[CH:15]=[C:16]([O:19][CH3:20])[CH:17]=[CH:18][C:13]=3[N:12]3[C:21]([CH3:24])=[N:22][N:23]=[C:11]3[C@H:10]([CH2:25][C:26]([OH:28])=O)[N:9]=2)=[CH:4][CH:3]=1.CN(C(ON1N=NC2C=CC=NC1=2)=[N+](C)C)C.F[P-](F)(F)(F)(F)F.CCN(C(C)C)C(C)C.[NH2:62][CH2:63][CH2:64][C:65]1[CH:70]=[CH:69][C:68]([B:71]([OH:73])[OH:72])=[CH:67][CH:66]=1, predict the reaction product. The product is: [Cl:1][C:2]1[CH:7]=[CH:6][C:5]([C:8]2[C:14]3[CH:15]=[C:16]([O:19][CH3:20])[CH:17]=[CH:18][C:13]=3[N:12]3[C:21]([CH3:24])=[N:22][N:23]=[C:11]3[C@H:10]([CH2:25][C:26]([NH:62][CH2:63][CH2:64][C:65]3[CH:66]=[CH:67][C:68]([B:71]([OH:73])[OH:72])=[CH:69][CH:70]=3)=[O:28])[N:9]=2)=[CH:4][CH:3]=1. (3) Given the reactants [C:1]([CH2:9][C:10]([O:12]CC)=O)(=O)[C:2]1[CH:7]=[CH:6][CH:5]=[CH:4][CH:3]=1.[CH3:15][O:16][C:17]1[CH:22]=[CH:21][CH:20]=[C:19]([NH2:23])[CH:18]=1.Cl.O1CCOCC1.C(O)[C@H](O)[C@H]1OC(=O)C(O)=C1O, predict the reaction product. The product is: [OH:12][C:10]1[C:20]2[C:19](=[CH:18][C:17]([O:16][CH3:15])=[CH:22][CH:21]=2)[N:23]=[C:1]([C:2]2[CH:3]=[CH:4][CH:5]=[CH:6][CH:7]=2)[CH:9]=1. (4) Given the reactants [F:1][C:2]1[CH:9]=[CH:8][C:5]([CH2:6][NH2:7])=[CH:4][CH:3]=1.C([O:12][C:13]([C:15]1[N:16]=[C:17]2[CH:22]=[CH:21][C:20]([N:23]3[CH2:28][CH2:27][N:26]([C:29](=[O:40])[C:30]4[CH:35]=[CH:34][CH:33]=[CH:32][C:31]=4[C:36]([F:39])([F:38])[F:37])[CH2:25][CH2:24]3)=[N:19][N:18]2[CH:41]=1)=O)C, predict the reaction product. The product is: [F:1][C:2]1[CH:9]=[CH:8][C:5]([CH2:6][NH:7][C:13]([C:15]2[N:16]=[C:17]3[CH:22]=[CH:21][C:20]([N:23]4[CH2:24][CH2:25][N:26]([C:29](=[O:40])[C:30]5[CH:35]=[CH:34][CH:33]=[CH:32][C:31]=5[C:36]([F:37])([F:39])[F:38])[CH2:27][CH2:28]4)=[N:19][N:18]3[CH:41]=2)=[O:12])=[CH:4][CH:3]=1. (5) Given the reactants [OH-:1].[K+].[NH2:3][C:4]1[N:9]=[C:8]([NH:10][C@@H:11]([CH2:15][CH2:16][CH2:17][CH3:18])[CH2:12][CH2:13][OH:14])[C:7]([CH2:19][C:20]2[CH:25]=[CH:24][C:23]([CH2:26][C:27]#N)=[CH:22][C:21]=2[F:29])=[C:6]([CH3:30])[N:5]=1.C[OH:32], predict the reaction product. The product is: [NH2:3][C:4]1[N:9]=[C:8]([NH:10][C@@H:11]([CH2:15][CH2:16][CH2:17][CH3:18])[CH2:12][CH2:13][OH:14])[C:7]([CH2:19][C:20]2[CH:25]=[CH:24][C:23]([CH2:26][C:27]([OH:32])=[O:1])=[CH:22][C:21]=2[F:29])=[C:6]([CH3:30])[N:5]=1. (6) Given the reactants [Cl:1][S:2]([C:5]1[CH:13]=[CH:12][C:8]([C:9]([OH:11])=[O:10])=[CH:7][CH:6]=1)(=[O:4])=[O:3].S(Cl)(Cl)=O.Cl[CH:19](Cl)C, predict the reaction product. The product is: [Cl:1][S:2]([C:5]1[CH:6]=[CH:7][C:8]([C:9]([O:11][CH3:19])=[O:10])=[CH:12][CH:13]=1)(=[O:4])=[O:3].